Dataset: Reaction yield outcomes from USPTO patents with 853,638 reactions. Task: Predict the reaction yield, written as a fraction of the theoretical maximum amount of product (1.0 means a 100% yield; for example, 0.34 means a 34% yield). (1) The reactants are [Cl-].O[NH3+:3].[C:4](=[O:7])([O-])[OH:5].[Na+].CS(C)=O.[CH2:13]([C:17]1[N:22]2[N:23]=[CH:24][N:25]=[C:21]2[N:20]([CH:26]2[CH2:31][CH2:30][O:29][C:28]([CH3:33])([CH3:32])[CH2:27]2)[C:19](=[O:34])[C:18]=1[CH2:35][C:36]1[CH:41]=[CH:40][C:39]([C:42]2[C:43]([C:48]#[N:49])=[CH:44][CH:45]=[CH:46][CH:47]=2)=[CH:38][CH:37]=1)[CH2:14][CH2:15][CH3:16]. The catalyst is C(OCC)(=O)C. The product is [CH2:13]([C:17]1[N:22]2[N:23]=[CH:24][N:25]=[C:21]2[N:20]([CH:26]2[CH2:31][CH2:30][O:29][C:28]([CH3:32])([CH3:33])[CH2:27]2)[C:19](=[O:34])[C:18]=1[CH2:35][C:36]1[CH:41]=[CH:40][C:39]([C:42]2[CH:47]=[CH:46][CH:45]=[CH:44][C:43]=2[C:48]2[NH:3][C:4](=[O:7])[O:5][N:49]=2)=[CH:38][CH:37]=1)[CH2:14][CH2:15][CH3:16]. The yield is 0.420. (2) The reactants are [F:1][C:2]1[CH:3]=[C:4]([CH2:17][C:18]([NH2:20])=[O:19])[CH:5]=[CH:6][C:7]=1B1OC(C)(C)C(C)(C)O1.[CH2:21]([O:28][C:29]1[CH:34]=[C:33]([O:35][CH2:36][CH3:37])[C:32](I)=[CH:31][N:30]=1)[C:22]1[CH:27]=[CH:26][CH:25]=[CH:24][CH:23]=1.C([O-])([O-])=O.[Cs+].[Cs+]. The catalyst is O1CCOCC1.O.C1C=CC(P(C2C=CC=CC=2)[C-]2C=CC=C2)=CC=1.C1C=CC(P(C2C=CC=CC=2)[C-]2C=CC=C2)=CC=1.Cl[Pd]Cl.[Fe+2]. The product is [CH2:21]([O:28][C:29]1[N:30]=[CH:31][C:32]([C:7]2[CH:6]=[CH:5][C:4]([CH2:17][C:18]([NH2:20])=[O:19])=[CH:3][C:2]=2[F:1])=[C:33]([O:35][CH2:36][CH3:37])[CH:34]=1)[C:22]1[CH:23]=[CH:24][CH:25]=[CH:26][CH:27]=1. The yield is 0.148.